This data is from Forward reaction prediction with 1.9M reactions from USPTO patents (1976-2016). The task is: Predict the product of the given reaction. (1) Given the reactants C(OC(N[C@@H]([C@@H](O)CCC)C(OCC)=O)=O)(C)(C)C.O[Li].O.O[C@@H:24]([CH2:41]CC)[C@H:25]([NH:33][C:34](=[O:40])[O:35][C:36]([CH3:39])([CH3:38])[CH3:37])[C:26]([NH:28][CH2:29][CH:30]([CH3:32])[CH3:31])=[O:27].C(OC(N[C@@H]([C@@H](O)CCC)C(O)=O)=O)(C)(C)C.C(N)C(C)C.C1C=CC2N(O)N=NC=2C=1.CCN(C(C)C)C(C)C, predict the reaction product. The product is: [CH2:29]([NH:28][C:26](=[O:27])[C@@H:25]([NH:33][C:34](=[O:40])[O:35][C:36]([CH3:37])([CH3:39])[CH3:38])[CH2:24][CH3:41])[CH:30]([CH3:32])[CH3:31]. (2) Given the reactants [CH2:1]([O:8][C:9]1[C:18](=[O:19])[N:17]2[C:12]([C:13]([CH3:21])([CH3:20])[O:14][CH2:15][CH2:16]2)=[N:11][C:10]=1[C:22]([OH:24])=O)[C:2]1[CH:7]=[CH:6][CH:5]=[CH:4][CH:3]=1.[NH2:25][CH2:26][C:27]1[CH:42]=[CH:41][C:40]([F:43])=[CH:39][C:28]=1[O:29][CH2:30][C:31]([N:33]1[CH2:38][CH2:37][O:36][CH2:35][CH2:34]1)=[O:32], predict the reaction product. The product is: [F:43][C:40]1[CH:41]=[CH:42][C:27]([CH2:26][NH:25][C:22]([C:10]2[N:11]=[C:12]3[N:17]([C:18](=[O:19])[C:9]=2[O:8][CH2:1][C:2]2[CH:7]=[CH:6][CH:5]=[CH:4][CH:3]=2)[CH2:16][CH2:15][O:14][C:13]3([CH3:21])[CH3:20])=[O:24])=[C:28]([O:29][CH2:30][C:31]([N:33]2[CH2:34][CH2:35][O:36][CH2:37][CH2:38]2)=[O:32])[CH:39]=1. (3) Given the reactants [CH3:1][S:2]([CH2:5][CH2:6][C@H:7]([N:16]1[CH2:20][CH2:19][C@H:18]([NH:21]C(=O)OC(C)(C)C)[C:17]1=[O:29])[C:8]([N:10]1[CH2:15][CH2:14][O:13][CH2:12][CH2:11]1)=[O:9])(=[O:4])=[O:3].[ClH:30].N[C@H]1CCN([C@@H](COC)C(N2CCOCC2)=O)C1=O, predict the reaction product. The product is: [ClH:30].[NH2:21][C@H:18]1[CH2:19][CH2:20][N:16]([C@H:7]([C:8]([N:10]2[CH2:11][CH2:12][O:13][CH2:14][CH2:15]2)=[O:9])[CH2:6][CH2:5][S:2]([CH3:1])(=[O:4])=[O:3])[C:17]1=[O:29]. (4) Given the reactants [C:1]([O:8][CH2:9][CH3:10])(=[O:7])[C:2]([O:4]CC)=O.[NH:11](CCO)[CH2:12][CH2:13][OH:14], predict the reaction product. The product is: [OH:14][CH2:13][CH2:12][N:11]1[CH2:10][CH2:9][O:8][C:1](=[O:7])[C:2]1=[O:4]. (5) The product is: [CH3:1][N:2]1[C:10]2[C:5](=[CH:6][CH:7]=[CH:8][CH:9]=2)[C:4]([CH2:11][C:12]([NH:27][C:28]2[S:29][C:30]([N+:33]([O-:35])=[O:34])=[CH:31][N:32]=2)=[O:14])=[CH:3]1. Given the reactants [CH3:1][N:2]1[C:10]2[C:5](=[CH:6][CH:7]=[CH:8][CH:9]=2)[C:4]([CH2:11][C:12]([OH:14])=O)=[CH:3]1.C1N=CN(C(N2C=NC=C2)=O)C=1.[NH2:27][C:28]1[S:29][C:30]([N+:33]([O-:35])=[O:34])=[CH:31][N:32]=1, predict the reaction product.